This data is from Full USPTO retrosynthesis dataset with 1.9M reactions from patents (1976-2016). The task is: Predict the reactants needed to synthesize the given product. (1) Given the product [Cl:20][C:15]1[CH:14]=[C:13]([CH2:12][S:9]([NH:8][C:5]2[N:6]=[N:7][C:2]([S:26][CH2:23][CH2:24][CH3:25])=[CH:3][C:4]=2[O:21][CH3:22])(=[O:11])=[O:10])[CH:18]=[C:17]([Cl:19])[CH:16]=1, predict the reactants needed to synthesize it. The reactants are: Cl[C:2]1[N:7]=[N:6][C:5]([NH:8][S:9]([CH2:12][C:13]2[CH:18]=[C:17]([Cl:19])[CH:16]=[C:15]([Cl:20])[CH:14]=2)(=[O:11])=[O:10])=[C:4]([O:21][CH3:22])[CH:3]=1.[CH2:23]([SH:26])[CH2:24][CH3:25].CC1(C)C2C=CC=C(P(C3C=CC=CC=3)C3C=CC=CC=3)C=2OC2C1=CC=CC=2P(C1C=CC=CC=1)C1C=CC=CC=1.CCN(C(C)C)C(C)C. (2) The reactants are: [Br:1][CH2:2]/[CH:3]=[CH:4]/[C:5]1[CH:10]=[CH:9][CH:8]=[C:7]([N+:11]([O-:13])=[O:12])[CH:6]=1.[N+](=[CH:16][C:17]([O:19][CH2:20][CH3:21])=[O:18])=[N-]. Given the product [Br:1][CH2:2][CH:3]1[CH:4]([C:5]2[CH:10]=[CH:9][CH:8]=[C:7]([N+:11]([O-:13])=[O:12])[CH:6]=2)[CH:16]1[C:17]([O:19][CH2:20][CH3:21])=[O:18], predict the reactants needed to synthesize it. (3) Given the product [Cl:23][C:15]1[CH:16]=[CH:17][CH:18]=[C:19]([N+:20]([O-:22])=[O:21])[C:14]=1[N:11]1[CH2:12][CH2:13][NH:8][CH2:9][CH2:10]1, predict the reactants needed to synthesize it. The reactants are: C(OC([N:8]1[CH2:13][CH2:12][N:11]([C:14]2[C:19]([N+:20]([O-:22])=[O:21])=[CH:18][CH:17]=[CH:16][C:15]=2[Cl:23])[CH2:10][CH2:9]1)=O)(C)(C)C.C(Cl)Cl.